This data is from Retrosynthesis with 50K atom-mapped reactions and 10 reaction types from USPTO. The task is: Predict the reactants needed to synthesize the given product. (1) Given the product CCn1ccc(NC(=O)Cc2ccc(Oc3ccnc4cc(OC)c(C(=O)O)cc34)cc2)n1, predict the reactants needed to synthesize it. The reactants are: CCn1ccc(NC(=O)Cc2ccc(Oc3ccnc4cc(OC)c(C(=O)OC)cc34)cc2)n1. (2) Given the product O=[N+]([O-])c1cccc(CNc2nc(-n3ccnc3)nc3sc([N+](=O)[O-])cc23)c1, predict the reactants needed to synthesize it. The reactants are: O=[N+]([O-])c1cccc(CNc2nc(Cl)nc3sc([N+](=O)[O-])cc23)c1.c1c[nH]cn1. (3) Given the product CCOC(=O)c1cn(C)c2cnc3cc(N4CCCC(C)(C)C4)c(F)cc3c2c1=O, predict the reactants needed to synthesize it. The reactants are: CC1(C)CCCNC1.CCOC(=O)c1cn(C)c2cnc3cc(F)c(F)cc3c2c1=O. (4) Given the product O=C(CBr)Nc1ccccn1, predict the reactants needed to synthesize it. The reactants are: CCOC(=O)CBr.Nc1ccccn1. (5) Given the product CN(C)S(=O)(=O)c1c(Cl)ccc(N)c1O, predict the reactants needed to synthesize it. The reactants are: CN(C)S(=O)(=O)c1c(Cl)ccc([N+](=O)[O-])c1O.